Task: Predict the reactants needed to synthesize the given product.. Dataset: Full USPTO retrosynthesis dataset with 1.9M reactions from patents (1976-2016) Given the product [C:23]1([CH2:22][CH2:21][C@H:9]2[CH2:10][NH:11][CH2:12][CH2:13][NH:8]2)[C:32]2[C:27](=[CH:28][CH:29]=[CH:30][CH:31]=2)[CH:26]=[CH:25][CH:24]=1.[CH2:14]([N:11]1[CH2:12][CH2:13][NH:8][C@@H:9]([CH2:21][CH2:22][C:23]2[C:32]3[C:27](=[CH:28][CH:29]=[CH:30][CH:31]=3)[CH:26]=[CH:25][CH:24]=2)[CH2:10]1)[C:15]1[CH:16]=[CH:17][CH:18]=[CH:19][CH:20]=1.[CH2:1]([N:8]1[CH2:13][CH2:12][NH:11][CH2:10][C@@H:9]1[CH2:21][CH2:22][C:23]1[C:32]2[C:27](=[CH:28][CH:29]=[CH:30][CH:31]=2)[CH:26]=[CH:25][CH:24]=1)[C:2]1[CH:3]=[CH:4][CH:5]=[CH:6][CH:7]=1, predict the reactants needed to synthesize it. The reactants are: [CH2:1]([N:8]1[CH2:13][CH2:12][N:11]([CH2:14][C:15]2[CH:20]=[CH:19][CH:18]=[CH:17][CH:16]=2)[CH2:10][C@@H:9]1[CH2:21][CH2:22][C:23]1[C:32]2[C:27](=[CH:28][CH:29]=[CH:30][CH:31]=2)[CH:26]=[CH:25][CH:24]=1)[C:2]1[CH:7]=[CH:6][CH:5]=[CH:4][CH:3]=1.C([O-])=O.[NH4+].